Dataset: Forward reaction prediction with 1.9M reactions from USPTO patents (1976-2016). Task: Predict the product of the given reaction. (1) The product is: [F:56][C:2]1([F:1])[CH2:7][CH2:6][CH:5]([C:8]2[C:17]3[CH:16]([O:18][CH2:19][C:20]4[CH:21]=[CH:22][C:23]([O:26][CH3:27])=[CH:24][CH:25]=4)[CH2:15][C:14]([CH3:28])([CH3:29])[CH2:13][C:12]=3[N:11]=[C:10]([CH:30]3[CH2:31][CH2:32][N:33]([C:36]4[N:41]=[CH:40][C:39]([CH2:42][O:43][CH2:57][CH3:58])=[CH:38][N:37]=4)[CH2:34][CH2:35]3)[C:9]=2[CH:44]([F:55])[C:45]2[CH:46]=[CH:47][C:48]([C:51]([F:53])([F:52])[F:54])=[CH:49][CH:50]=2)[CH2:4][CH2:3]1. Given the reactants [F:1][C:2]1([F:56])[CH2:7][CH2:6][CH:5]([C:8]2[C:17]3[CH:16]([O:18][CH2:19][C:20]4[CH:25]=[CH:24][C:23]([O:26][CH3:27])=[CH:22][CH:21]=4)[CH2:15][C:14]([CH3:29])([CH3:28])[CH2:13][C:12]=3[N:11]=[C:10]([CH:30]3[CH2:35][CH2:34][N:33]([C:36]4[N:41]=[CH:40][C:39]([CH2:42][OH:43])=[CH:38][N:37]=4)[CH2:32][CH2:31]3)[C:9]=2[CH:44]([F:55])[C:45]2[CH:50]=[CH:49][C:48]([C:51]([F:54])([F:53])[F:52])=[CH:47][CH:46]=2)[CH2:4][CH2:3]1.[CH:57](N(C(C)C)CC)(C)[CH3:58].CS(Cl)(=O)=O.C(=O)([O-])O.[Na+], predict the reaction product. (2) Given the reactants [O:1]1[CH2:6][CH2:5][N:4]([C:7]2[CH:12]=[CH:11][C:10]([C:13](=[O:26])[CH2:14][N:15]3C(=O)C4C(=CC=CC=4)C3=O)=[CH:9][CH:8]=2)[CH2:3][CH2:2]1.[ClH:27], predict the reaction product. The product is: [ClH:27].[ClH:27].[NH2:15][CH2:14][C:13]([C:10]1[CH:9]=[CH:8][C:7]([N:4]2[CH2:3][CH2:2][O:1][CH2:6][CH2:5]2)=[CH:12][CH:11]=1)=[O:26].